From a dataset of Full USPTO retrosynthesis dataset with 1.9M reactions from patents (1976-2016). Predict the reactants needed to synthesize the given product. Given the product [Cl:15][C:11]1[CH:10]=[C:9]2[C:14]([C:6]([NH:5][C:3](=[O:4])[CH2:2][N:16]3[CH2:21][CH2:20][NH:19][CH2:18][CH2:17]3)=[N:7][NH:8]2)=[CH:13][CH:12]=1, predict the reactants needed to synthesize it. The reactants are: Cl[CH2:2][C:3]([NH:5][C:6]1[C:14]2[C:9](=[CH:10][C:11]([Cl:15])=[CH:12][CH:13]=2)[NH:8][N:7]=1)=[O:4].[NH:16]1[CH2:21][CH2:20][NH:19][CH2:18][CH2:17]1.